Predict the product of the given reaction. From a dataset of Forward reaction prediction with 1.9M reactions from USPTO patents (1976-2016). (1) Given the reactants [C:1]([O:5][C:6]([NH:8][C:9]1[O:17][C:16]2[C:11](=[N:12][CH:13]=[C:14]([CH:18]3[CH2:21][CH2:20][CH2:19]3)[CH:15]=2)[C:10]=1[C:22]([O:24]CC)=[O:23])=[O:7])([CH3:4])([CH3:3])[CH3:2].O[Li].O.Cl, predict the reaction product. The product is: [C:1]([O:5][C:6]([NH:8][C:9]1[O:17][C:16]2[C:11](=[N:12][CH:13]=[C:14]([CH:18]3[CH2:19][CH2:20][CH2:21]3)[CH:15]=2)[C:10]=1[C:22]([OH:24])=[O:23])=[O:7])([CH3:4])([CH3:2])[CH3:3]. (2) The product is: [Br:12][CH2:10][C:8]1[O:9][C:5]2[CH:4]=[CH:3][C:2]([I:1])=[CH:11][C:6]=2[CH:7]=1. Given the reactants [I:1][C:2]1[CH:3]=[CH:4][C:5]2[O:9][C:8]([CH3:10])=[CH:7][C:6]=2[CH:11]=1.[Br:12]N1C(=O)CCC1=O, predict the reaction product. (3) Given the reactants [CH3:1][N:2]1[C@@H:7]2[CH2:8][C:9]3[C:17]4[C:12](=[CH:13][CH:14]=[CH:15][C:16]=4[C@H:6]2[CH:5]=[C:4]([C:18]([OH:20])=[O:19])[CH2:3]1)[NH:11][CH:10]=3.S(=O)(=O)(O)O.S(O)(O)(=O)=O.[OH:31][C:32]([C@@H:34]1[CH:49]=[C:48]2[C@@H:38]([CH2:39][C:40]3[C:50]4[C:43](=[CH:44][CH:45]=[CH:46][C:47]2=4)[NH:42][CH:41]=3)[N:36]([CH3:37])[CH2:35]1)=[O:33], predict the reaction product. The product is: [OH:20][C:18]([C@@H:4]1[CH:5]=[C:6]2[C@@H:7]([CH2:8][C:9]3[C:17]4[C:12](=[CH:13][CH:14]=[CH:15][C:16]2=4)[NH:11][CH:10]=3)[N:2]([CH3:1])[CH2:3]1)=[O:19].[CH3:37][N:36]1[C@@H:38]2[CH2:39][C:40]3[C:50]4[C:43](=[CH:44][CH:45]=[CH:46][C:47]=4[C@H:48]2[CH:49]=[C:34]([C:32]([OH:33])=[O:31])[CH2:35]1)[NH:42][CH:41]=3.[OH:20][C:18]([C@H:4]1[CH:5]=[C:6]2[C@@H:7]([CH2:8][C:9]3[C:17]4[C:12](=[CH:13][CH:14]=[CH:15][C:16]2=4)[NH:11][CH:10]=3)[N:2]([CH3:1])[CH2:3]1)=[O:19]. (4) Given the reactants [C:1]([O:5][C:6]([CH2:8][C@@H:9]1[O:14][C:13]([CH3:16])([CH3:15])[O:12][C@H:11]([CH2:17][CH2:18][N:19]([CH:25]([C:29]2[CH:34]=[CH:33][C:32]([F:35])=[CH:31][CH:30]=2)C(O)=O)[C:20](=O)[CH:21]([CH3:23])[CH3:22])[CH2:10]1)=[O:7])([CH3:4])([CH3:3])[CH3:2].C(OC(=O)C)(=O)C.[C:43]1([CH3:54])[CH:48]=[CH:47][C:46]([S:49]([C:52]#[N:53])(=[O:51])=[O:50])=[CH:45][CH:44]=1, predict the reaction product. The product is: [C:1]([O:5][C:6](=[O:7])[CH2:8][C@H:9]1[CH2:10][C@@H:11]([CH2:17][CH2:18][N:19]2[C:20]([CH:21]([CH3:23])[CH3:22])=[C:52]([S:49]([C:46]3[CH:45]=[CH:44][C:43]([CH3:54])=[CH:48][CH:47]=3)(=[O:50])=[O:51])[N:53]=[C:25]2[C:29]2[CH:30]=[CH:31][C:32]([F:35])=[CH:33][CH:34]=2)[O:12][C:13]([CH3:15])([CH3:16])[O:14]1)([CH3:2])([CH3:3])[CH3:4].